From a dataset of Retrosynthesis with 50K atom-mapped reactions and 10 reaction types from USPTO. Predict the reactants needed to synthesize the given product. (1) Given the product COc1ccc2c(c1)-c1c(ccn1CC(C)O)CC2, predict the reactants needed to synthesize it. The reactants are: COc1ccc2c(c1)C(=O)C(CC=O)CC2.C[C@H](O)CN. (2) Given the product O=c1cccnn1-c1ccc2cc(CCO)ccc2c1, predict the reactants needed to synthesize it. The reactants are: O=c1cccn[nH]1.OCCc1ccc2cc(Br)ccc2c1. (3) Given the product C=CCOc1cc(O)cc(C(=O)O)c1, predict the reactants needed to synthesize it. The reactants are: C=CCOc1cc(O)cc(C(=O)OC)c1.